This data is from Catalyst prediction with 721,799 reactions and 888 catalyst types from USPTO. The task is: Predict which catalyst facilitates the given reaction. (1) The catalyst class is: 1. Product: [C:63]1([P:62]([C:69]2[CH:74]=[CH:73][CH:72]=[CH:71][CH:70]=2)[C-:60]2[CH:61]=[C:57]([C:53]([CH3:56])([CH2:54][CH:27]=[O:28])[CH3:55])[CH:58]=[C:59]2[P:75]([C:76]2[CH:77]=[CH:78][CH:79]=[CH:80][CH:81]=2)[C:82]2[CH:87]=[CH:86][CH:85]=[CH:84][CH:83]=2)[CH:68]=[CH:67][CH:66]=[CH:65][CH:64]=1.[C:23]([C:21]1[CH:20]=[C:19]([P:34]([C:35]2[CH:40]=[CH:39][CH:38]=[CH:37][CH:36]=2)[C:41]2[CH:42]=[CH:43][CH:44]=[CH:45][CH:46]=2)[C-:18]([P:17]([C:47]2[CH:52]=[CH:51][CH:50]=[CH:49][CH:48]=2)[C:11]2[CH:16]=[CH:15][CH:14]=[CH:13][CH:12]=2)[CH:22]=1)([CH3:33])([CH3:24])[CH3:25].[Fe+2:88]. Reactant: C(C1C=CC(CN)=CC=1)=C.[C:11]1([P:17]([C:47]2[CH:52]=[CH:51][CH:50]=[CH:49][CH:48]=2)[C-:18]2[CH:22]=[C:21]([C:23]([CH3:33])([CH2:25]C[CH:27]3OCCC[O:28]3)[CH3:24])[CH:20]=[C:19]2[P:34]([C:41]2[CH:46]=[CH:45][CH:44]=[CH:43][CH:42]=2)[C:35]2[CH:40]=[CH:39][CH:38]=[CH:37][CH:36]=2)[CH:16]=[CH:15][CH:14]=[CH:13][CH:12]=1.[C:53]([C:57]1[CH:58]=[C:59]([P:75]([C:82]2[CH:87]=[CH:86][CH:85]=[CH:84][CH:83]=2)[C:76]2[CH:81]=[CH:80][CH:79]=[CH:78][CH:77]=2)[C-:60]([P:62]([C:69]2[CH:74]=[CH:73][CH:72]=[CH:71][CH:70]=2)[C:63]2[CH:68]=[CH:67][CH:66]=[CH:65][CH:64]=2)[CH:61]=1)([CH3:56])([CH3:55])[CH3:54].[Fe+2:88].Cl. (2) Reactant: [NH2:1][C:2]1[CH:7]=[C:6]([C:8]2[C:9]3[CH:25]=[CH:24][CH:23]=[N:22][C:10]=3[N:11]=[C:12]([NH:20][CH3:21])[CH:13]([C:15]3[S:16][CH:17]=[CH:18][CH:19]=3)[N:14]=2)[CH:5]=[CH:4][N:3]=1.[CH:26]1(N)C[CH2:27]1. Product: [NH2:1][C:2]1[CH:7]=[C:6]([C:8]2[C:9]3[CH:25]=[CH:24][CH:23]=[N:22][C:10]=3[N:11]=[C:12]([NH:20][CH:21]3[CH2:27][CH2:26]3)[CH:13]([C:15]3[S:16][CH:17]=[CH:18][CH:19]=3)[N:14]=2)[CH:5]=[CH:4][N:3]=1. The catalyst class is: 1.